This data is from Forward reaction prediction with 1.9M reactions from USPTO patents (1976-2016). The task is: Predict the product of the given reaction. (1) Given the reactants [Cl:1][C:2]1[CH:26]=[CH:25][C:5]([CH2:6][NH:7][C:8]([C:10]2[C:11](=[O:24])[C:12]3[CH:21]=[C:20]([CH2:22]Cl)[S:19][C:13]=3[N:14]([CH2:16][CH2:17][CH3:18])[CH:15]=2)=[O:9])=[CH:4][CH:3]=1.[C:27]1([C@H:33]([OH:36])[CH2:34][OH:35])[CH:32]=[CH:31][CH:30]=[CH:29][CH:28]=1, predict the reaction product. The product is: [Cl:1][C:2]1[CH:3]=[CH:4][C:5]([CH2:6][NH:7][C:8]([C:10]2[C:11](=[O:24])[C:12]3[CH:21]=[C:20]([CH2:22][O:35][CH2:34][C@@H:33]([OH:36])[C:27]4[CH:32]=[CH:31][CH:30]=[CH:29][CH:28]=4)[S:19][C:13]=3[N:14]([CH2:16][CH2:17][CH3:18])[CH:15]=2)=[O:9])=[CH:25][CH:26]=1. (2) Given the reactants [Cl:1][C:2]1[CH:3]=[C:4]([CH:8]=[CH:9][C:10]=1[O:11][CH:12]([CH3:14])[CH3:13])[C:5](O)=[O:6].B, predict the reaction product. The product is: [Cl:1][C:2]1[CH:3]=[C:4]([CH:8]=[CH:9][C:10]=1[O:11][CH:12]([CH3:14])[CH3:13])[CH2:5][OH:6]. (3) Given the reactants [Cl:1][C:2]1[CH:3]=[CH:4][C:5]([N:36]2[CH:40]=[N:39][N:38]=[N:37]2)=[C:6](/[CH:8]=[CH:9]/[C:10]([N:12]2[CH2:21][CH2:20][C:19]3[C:14](=[CH:15][CH:16]=[C:17]([CH3:22])[CH:18]=3)[CH:13]2[C:23]([NH:25][C:26]2[CH:35]=[CH:34][C:29]([C:30]([O:32]C)=[O:31])=[CH:28][CH:27]=2)=[O:24])=[O:11])[CH:7]=1.[N+](C1C=CC(C(OC)=O)=CC=1)#[C-], predict the reaction product. The product is: [Cl:1][C:2]1[CH:3]=[CH:4][C:5]([N:36]2[CH:40]=[N:39][N:38]=[N:37]2)=[C:6](/[CH:8]=[CH:9]/[C:10]([N:12]2[CH2:21][CH2:20][C:19]3[C:14](=[CH:15][CH:16]=[C:17]([CH3:22])[CH:18]=3)[CH:13]2[C:23]([NH:25][C:26]2[CH:35]=[CH:34][C:29]([C:30]([OH:32])=[O:31])=[CH:28][CH:27]=2)=[O:24])=[O:11])[CH:7]=1. (4) Given the reactants [Br:1][C:2]1[CH:7]=[CH:6][C:5]([CH:8]([NH2:10])[CH3:9])=[CH:4][CH:3]=1.CCN(CC)CC.[CH3:18][C:19]([O:22][C:23](O[C:23]([O:22][C:19]([CH3:21])([CH3:20])[CH3:18])=[O:24])=[O:24])([CH3:21])[CH3:20], predict the reaction product. The product is: [Br:1][C:2]1[CH:7]=[CH:6][C:5]([CH:8]([NH:10][C:23](=[O:24])[O:22][C:19]([CH3:21])([CH3:20])[CH3:18])[CH3:9])=[CH:4][CH:3]=1.